From a dataset of Forward reaction prediction with 1.9M reactions from USPTO patents (1976-2016). Predict the product of the given reaction. (1) Given the reactants C[O:2][C:3](=[O:12])[C:4]1[CH:9]=[C:8]([Br:10])[C:7](Cl)=[N:6][CH:5]=1.[CH3:13][O:14][CH2:15][CH2:16][OH:17].C1CCN2C(=NCCC2)CC1.[OH-].[K+].Cl, predict the reaction product. The product is: [Br:10][C:8]1[C:7]([O:17][CH2:16][CH2:15][O:14][CH3:13])=[N:6][CH:5]=[C:4]([CH:9]=1)[C:3]([OH:2])=[O:12]. (2) Given the reactants [Br:1][C:2]1[CH:3]=[C:4]2[C:12](=[CH:13][CH:14]=1)[NH:11][C:10]1[C:9](=O)[CH2:8][CH2:7][CH2:6][C:5]2=1.[NH2:16][C:17]1[CH:18]=[C:19]2[C:23](=[CH:24][CH:25]=1)[NH:22][CH:21]=[CH:20]2, predict the reaction product. The product is: [Br:1][C:2]1[CH:3]=[C:4]2[C:12](=[CH:13][CH:14]=1)[NH:11][C:10]1[CH:9]([NH:16][C:17]3[CH:18]=[C:19]4[C:23](=[CH:24][CH:25]=3)[NH:22][CH:21]=[CH:20]4)[CH2:8][CH2:7][CH2:6][C:5]2=1. (3) Given the reactants CN(C)C1C=CC=CC=1.[F:10][C:11]([F:20])([F:19])[C:12]1[N:17]=[C:16](O)[CH:15]=[CH:14][N:13]=1.O=P(Cl)(Cl)[Cl:23], predict the reaction product. The product is: [Cl:23][C:16]1[CH:15]=[CH:14][N:13]=[C:12]([C:11]([F:20])([F:19])[F:10])[N:17]=1. (4) The product is: [C@@H:6]1([O:24][C:25]2[C:29]([CH2:30][C:31]3[CH:36]=[CH:35][C:34]([O:37][CH2:38][CH2:39][NH:45][CH2:46][CH2:47][CH2:48][OH:49])=[CH:33][C:32]=3[CH3:41])=[C:28]([CH:42]([CH3:44])[CH3:43])[NH:27][N:26]=2)[O:7][C@H:8]([CH2:19][OH:20])[C@@H:9]([OH:15])[C@H:10]([OH:11])[C@H:5]1[OH:4]. Given the reactants C([O:4][C@@H:5]1[C@@H:10]([O:11]C(=O)C)[C@H:9]([O:15]C(=O)C)[C@@H:8]([CH2:19][O:20]C(=O)C)[O:7][C@H:6]1[O:24][C:25]1[C:29]([CH2:30][C:31]2[CH:36]=[CH:35][C:34]([O:37][CH2:38][CH2:39]O)=[CH:33][C:32]=2[CH3:41])=[C:28]([CH:42]([CH3:44])[CH3:43])[NH:27][N:26]=1)(=O)C.[NH2:45][CH2:46][CH2:47][CH2:48][OH:49].NC(C)(C)CO, predict the reaction product. (5) Given the reactants Cl[C:2]1[C:11]([CH3:12])=[C:10]([Cl:13])[C:9]2[C:4](=[CH:5][C:6]([F:15])=[CH:7][C:8]=2[F:14])[N:3]=1.CC1(C)C2C=CC=C(P(C3C=CC=CC=3)C3C=CC=CC=3)C=2OC2C1=CC=CC=2P(C1C=CC=CC=1)C1C=CC=CC=1.[CH3:58][C:59]1([CH3:65])[CH2:63][NH:62][C:61](=[O:64])[CH2:60]1.C(=O)([O-])[O-].[Cs+].[Cs+], predict the reaction product. The product is: [Cl:13][C:10]1[C:9]2[C:4](=[CH:5][C:6]([F:15])=[CH:7][C:8]=2[F:14])[N:3]=[C:2]([N:62]2[CH2:63][C:59]([CH3:65])([CH3:58])[CH2:60][C:61]2=[O:64])[C:11]=1[CH3:12].